From a dataset of Forward reaction prediction with 1.9M reactions from USPTO patents (1976-2016). Predict the product of the given reaction. The product is: [Cl:72][C:68]1[CH:67]=[C:66]([NH:62][C:61]2[N:60]([CH3:63])[N:59]=[C:58]([CH3:64])[C:57]=2[C:51]2[CH:52]=[CH:53][C:54]([F:56])=[CH:55][C:50]=2[F:49])[CH:71]=[CH:70][CH:69]=1. Given the reactants C1(P(C2C=CC=CC=2)C2C3OC4C(=CC=CC=4P(C4C=CC=CC=4)C4C=CC=CC=4)C(C)(C)C=3C=CC=2)C=CC=CC=1.C(=O)([O-])[O-].[K+].[K+].[F:49][C:50]1[CH:55]=[C:54]([F:56])[CH:53]=[CH:52][C:51]=1[C:57]1[C:58]([CH3:64])=[N:59][N:60]([CH3:63])[C:61]=1[NH2:62].Br[C:66]1[CH:71]=[CH:70][CH:69]=[C:68]([Cl:72])[CH:67]=1, predict the reaction product.